This data is from Forward reaction prediction with 1.9M reactions from USPTO patents (1976-2016). The task is: Predict the product of the given reaction. (1) Given the reactants [H-].[Na+].[Cl:3][C:4]1[CH:5]=[C:6]([C:10]2[C:14]([CH2:15][OH:16])=[C:13]([CH3:17])[O:12][N:11]=2)[CH:7]=[CH:8][CH:9]=1.Cl[C:19]1[CH:28]=[CH:27][C:22]([C:23]([O:25][CH3:26])=[O:24])=[CH:21][N:20]=1.[Cl-].[Na+], predict the reaction product. The product is: [CH3:26][O:25][C:23](=[O:24])[C:22]1[CH:27]=[CH:28][C:19]([O:16][CH2:15][C:14]2[C:10]([C:6]3[CH:7]=[CH:8][CH:9]=[C:4]([Cl:3])[CH:5]=3)=[N:11][O:12][C:13]=2[CH3:17])=[N:20][CH:21]=1. (2) The product is: [C:1]([C:3]1[CH:4]=[C:5]([C:13]2[C:14]([O:29][CH3:30])=[CH:15][C:16]([C:21]([CH3:27])([CH3:28])[C:22]([O:24][CH2:25][CH3:26])=[O:23])=[CH:17][C:18]=2[O:19][CH3:20])[CH:6]=[CH:7][CH:8]=1)#[N:2]. Given the reactants [C:1]([C:3]1[CH:4]=[C:5](B(O)O)[CH:6]=[CH:7][CH:8]=1)#[N:2].Br[C:13]1[C:18]([O:19][CH3:20])=[CH:17][C:16]([C:21]([CH3:28])([CH3:27])[C:22]([O:24][CH2:25][CH3:26])=[O:23])=[CH:15][C:14]=1[O:29][CH3:30].[OH-].[Ba+2].[OH-], predict the reaction product. (3) Given the reactants [O:1]=[C:2]1[CH2:6][CH2:5][N:4]([C:7]([O:9][C:10]([CH3:13])([CH3:12])[CH3:11])=[O:8])[CH2:3]1.C[Si]([N-][Si](C)(C)C)(C)C.[Li+].[F:24][C:25]([F:44])([F:43])[S:26](N(C1C=CC=CC=1)[S:26]([C:25]([F:44])([F:43])[F:24])(=[O:28])=[O:27])(=[O:28])=[O:27], predict the reaction product. The product is: [F:24][C:25]([F:44])([F:43])[S:26]([O:1][C:2]1[CH2:3][N:4]([C:7]([O:9][C:10]([CH3:13])([CH3:12])[CH3:11])=[O:8])[CH2:5][CH:6]=1)(=[O:28])=[O:27]. (4) Given the reactants C([N+](CCCC)(CCCC)CCCC)CCC.[P:18]([O:22][CH2:23][C@@H:24]1[C@@H:28]([O:29][P:30]([O:33][CH2:34][C@@H:35]2[C@@H:39]([OH:40])[C@@H:38]([OH:41])[C@H:37]([N:42]3[CH:50]=[N:49][C:48]4[C:43]3=[N:44][CH:45]=[N:46][C:47]=4[NH2:51])[O:36]2)([OH:32])=[O:31])[CH2:27][C@H:26]([N:52]2[CH:57]=[CH:56][C:55]([NH2:58])=[N:54][C:53]2=[O:59])[O:25]1)([OH:21])([OH:20])=[O:19].[S:60]1[CH2:64][C@@H:63]([C:65](OCC#N)=[O:66])[N:62]([C:71]([O:73][C:74]([CH3:77])([CH3:76])[CH3:75])=[O:72])[CH2:61]1, predict the reaction product. The product is: [S:60]1[CH2:64][C@@H:63]([C:65]([O:40][C@H:39]2[C@@H:38]([OH:41])[C@H:37]([N:42]3[CH:50]=[N:49][C:48]4[C:43]3=[N:44][CH:45]=[N:46][C:47]=4[NH2:51])[O:36][C@@H:35]2[CH2:34][O:33][P:30]([O:29][C@H:28]2[CH2:27][C@H:26]([N:52]3[CH:57]=[CH:56][C:55]([NH2:58])=[N:54][C:53]3=[O:59])[O:25][C@@H:24]2[CH2:23][O:22][P:18]([OH:21])([OH:20])=[O:19])([OH:32])=[O:31])=[O:66])[N:62]([C:71]([O:73][C:74]([CH3:77])([CH3:76])[CH3:75])=[O:72])[CH2:61]1.